This data is from NCI-60 drug combinations with 297,098 pairs across 59 cell lines. The task is: Regression. Given two drug SMILES strings and cell line genomic features, predict the synergy score measuring deviation from expected non-interaction effect. (1) Drug 1: CC1OCC2C(O1)C(C(C(O2)OC3C4COC(=O)C4C(C5=CC6=C(C=C35)OCO6)C7=CC(=C(C(=C7)OC)O)OC)O)O. Drug 2: N.N.Cl[Pt+2]Cl. Cell line: UO-31. Synergy scores: CSS=14.8, Synergy_ZIP=-1.40, Synergy_Bliss=-0.354, Synergy_Loewe=-2.80, Synergy_HSA=1.91. (2) Drug 1: CC1=C(C=C(C=C1)NC2=NC=CC(=N2)N(C)C3=CC4=NN(C(=C4C=C3)C)C)S(=O)(=O)N.Cl. Drug 2: CC1=C(C=C(C=C1)NC(=O)C2=CC=C(C=C2)CN3CCN(CC3)C)NC4=NC=CC(=N4)C5=CN=CC=C5. Cell line: ACHN. Synergy scores: CSS=18.7, Synergy_ZIP=3.67, Synergy_Bliss=9.45, Synergy_Loewe=3.99, Synergy_HSA=6.28. (3) Drug 1: CC1=C(C=C(C=C1)NC2=NC=CC(=N2)N(C)C3=CC4=NN(C(=C4C=C3)C)C)S(=O)(=O)N.Cl. Drug 2: CNC(=O)C1=NC=CC(=C1)OC2=CC=C(C=C2)NC(=O)NC3=CC(=C(C=C3)Cl)C(F)(F)F. Cell line: SF-295. Synergy scores: CSS=22.2, Synergy_ZIP=-2.02, Synergy_Bliss=-3.46, Synergy_Loewe=-1.03, Synergy_HSA=-1.68. (4) Drug 1: C1CC(=O)NC(=O)C1N2CC3=C(C2=O)C=CC=C3N. Drug 2: CN(CCCl)CCCl.Cl. Cell line: UACC62. Synergy scores: CSS=3.50, Synergy_ZIP=-1.95, Synergy_Bliss=-1.09, Synergy_Loewe=-2.82, Synergy_HSA=-2.79. (5) Drug 1: C1CC(=O)NC(=O)C1N2CC3=C(C2=O)C=CC=C3N. Drug 2: C1=CC=C(C(=C1)C(C2=CC=C(C=C2)Cl)C(Cl)Cl)Cl. Cell line: HS 578T. Synergy scores: CSS=2.69, Synergy_ZIP=1.33, Synergy_Bliss=5.04, Synergy_Loewe=4.79, Synergy_HSA=3.48. (6) Drug 1: CC(CN1CC(=O)NC(=O)C1)N2CC(=O)NC(=O)C2. Drug 2: C1C(C(OC1N2C=NC3=C(N=C(N=C32)Cl)N)CO)O. Cell line: LOX IMVI. Synergy scores: CSS=25.0, Synergy_ZIP=-9.24, Synergy_Bliss=-5.88, Synergy_Loewe=-1.81, Synergy_HSA=-1.43. (7) Drug 1: CCCCCOC(=O)NC1=NC(=O)N(C=C1F)C2C(C(C(O2)C)O)O. Drug 2: CS(=O)(=O)OCCCCOS(=O)(=O)C. Cell line: HL-60(TB). Synergy scores: CSS=33.8, Synergy_ZIP=4.57, Synergy_Bliss=1.90, Synergy_Loewe=4.28, Synergy_HSA=3.75. (8) Drug 1: CCC1=CC2CC(C3=C(CN(C2)C1)C4=CC=CC=C4N3)(C5=C(C=C6C(=C5)C78CCN9C7C(C=CC9)(C(C(C8N6C)(C(=O)OC)O)OC(=O)C)CC)OC)C(=O)OC.C(C(C(=O)O)O)(C(=O)O)O. Drug 2: CC1C(C(=O)NC(C(=O)N2CCCC2C(=O)N(CC(=O)N(C(C(=O)O1)C(C)C)C)C)C(C)C)NC(=O)C3=C4C(=C(C=C3)C)OC5=C(C(=O)C(=C(C5=N4)C(=O)NC6C(OC(=O)C(N(C(=O)CN(C(=O)C7CCCN7C(=O)C(NC6=O)C(C)C)C)C)C(C)C)C)N)C. Cell line: SK-OV-3. Synergy scores: CSS=47.0, Synergy_ZIP=5.21, Synergy_Bliss=8.21, Synergy_Loewe=7.50, Synergy_HSA=7.28.